This data is from Catalyst prediction with 721,799 reactions and 888 catalyst types from USPTO. The task is: Predict which catalyst facilitates the given reaction. (1) Reactant: [NH2:1][C:2]1[CH:22]=[CH:21][C:5]([CH2:6][N:7]2[C:11]3=[N:12][C:13]([C:16]([O:18][CH3:19])=[O:17])=[CH:14][CH:15]=[C:10]3[N:9]=[C:8]2[CH3:20])=[C:4]([Cl:23])[CH:3]=1.[CH3:24][S:25](Cl)(=[O:27])=[O:26]. Product: [Cl:23][C:4]1[CH:3]=[C:2]([NH:1][S:25]([CH3:24])(=[O:27])=[O:26])[CH:22]=[CH:21][C:5]=1[CH2:6][N:7]1[C:11]2=[N:12][C:13]([C:16]([O:18][CH3:19])=[O:17])=[CH:14][CH:15]=[C:10]2[N:9]=[C:8]1[CH3:20]. The catalyst class is: 17. (2) Reactant: C1([O:6][C:7]([C:9]2[CH:14]=[CH:13][C:12](=[O:15])[N:11]([CH:16]3[CH2:20][CH2:19][CH2:18][CH2:17]3)[N:10]=2)=[O:8])CCCC1.[OH-].[Na+].Cl. Product: [CH:16]1([N:11]2[C:12](=[O:15])[CH:13]=[CH:14][C:9]([C:7]([OH:8])=[O:6])=[N:10]2)[CH2:17][CH2:18][CH2:19][CH2:20]1. The catalyst class is: 20. (3) Reactant: [N+:1]([C:4]1[CH:15]=[CH:14][C:7]([CH2:8][N:9]2[CH2:13][CH2:12][CH2:11][CH2:10]2)=[CH:6][CH:5]=1)([O-])=O. Product: [N:9]1([CH2:8][C:7]2[CH:6]=[CH:5][C:4]([NH2:1])=[CH:15][CH:14]=2)[CH2:13][CH2:12][CH2:11][CH2:10]1. The catalyst class is: 99. (4) Reactant: [F:1][C:2]1([F:9])[CH2:5][CH:4]([C:6](O)=[O:7])[CH2:3]1.C(Cl)(=O)C([Cl:13])=O.CN(C=O)C. Product: [F:1][C:2]1([F:9])[CH2:5][CH:4]([C:6]([Cl:13])=[O:7])[CH2:3]1. The catalyst class is: 2.